Predict the product of the given reaction. From a dataset of Forward reaction prediction with 1.9M reactions from USPTO patents (1976-2016). (1) Given the reactants [C:1]([C:5]1[CH:10]=[CH:9][C:8]([N:11]=[C:12]=[O:13])=[CH:7][CH:6]=1)([CH3:4])([CH3:3])[CH3:2].C(Cl)Cl.[CH2:17]([C:24]1[CH2:28][C:27]2([CH2:33][CH2:32][NH:31][CH2:30][CH2:29]2)[O:26][N:25]=1)[C:18]1[CH:23]=[CH:22][CH:21]=[CH:20][CH:19]=1, predict the reaction product. The product is: [C:1]([C:5]1[CH:10]=[CH:9][C:8]([NH:11][C:12]([N:31]2[CH2:32][CH2:33][C:27]3([O:26][N:25]=[C:24]([CH2:17][C:18]4[CH:19]=[CH:20][CH:21]=[CH:22][CH:23]=4)[CH2:28]3)[CH2:29][CH2:30]2)=[O:13])=[CH:7][CH:6]=1)([CH3:4])([CH3:2])[CH3:3]. (2) The product is: [C:7]([C:11]1[CH:16]=[CH:15][C:14]([S:17]([NH:20][CH2:21][C:22]2[CH:23]=[CH:24][C:25]([C:26]([NH:38][C:37]3[CH:32]=[N:33][CH:34]=[C:1]([CH3:2])[CH:36]=3)=[O:28])=[CH:29][CH:30]=2)(=[O:19])=[O:18])=[CH:13][CH:12]=1)([CH3:10])([CH3:8])[CH3:9]. Given the reactants [C:1](Cl)(=O)[C:2](Cl)=O.[C:7]([C:11]1[CH:16]=[CH:15][C:14]([S:17]([NH:20][CH2:21][C:22]2[CH:30]=[CH:29][C:25]([C:26]([OH:28])=O)=[CH:24][CH:23]=2)(=[O:19])=[O:18])=[CH:13][CH:12]=1)([CH3:10])([CH3:9])[CH3:8].C[C:32]1[C:37]([NH2:38])=[CH:36]C=[CH:34][N:33]=1, predict the reaction product. (3) Given the reactants [C:1]([NH:9][C:10]1[CH:15]=[CH:14][C:13]([C:16]2[N:21]=[CH:20][N:19]=[C:18]([NH:22][C@H:23]([C:31]([O:33]C)=[O:32])[CH2:24][C:25]3[CH:30]=[CH:29][CH:28]=[CH:27][CH:26]=3)[CH:17]=2)=[CH:12][CH:11]=1)(=[O:8])[C:2]1[CH:7]=[CH:6][CH:5]=[CH:4][CH:3]=1.[OH-].[Na+], predict the reaction product. The product is: [C:1]([NH:9][C:10]1[CH:11]=[CH:12][C:13]([C:16]2[N:21]=[CH:20][N:19]=[C:18]([NH:22][C@H:23]([C:31]([OH:33])=[O:32])[CH2:24][C:25]3[CH:30]=[CH:29][CH:28]=[CH:27][CH:26]=3)[CH:17]=2)=[CH:14][CH:15]=1)(=[O:8])[C:2]1[CH:7]=[CH:6][CH:5]=[CH:4][CH:3]=1. (4) Given the reactants [H-].[H-].[H-].[H-].[Li+].[Al+3].[CH3:7][O:8][C:9]1[CH:10]=[C:11]([CH2:17][C:18](O)=[O:19])[CH:12]=[C:13]([O:15][CH3:16])[CH:14]=1, predict the reaction product. The product is: [CH3:16][O:15][C:13]1[CH:12]=[C:11]([CH:10]=[C:9]([O:8][CH3:7])[CH:14]=1)[CH2:17][CH2:18][OH:19]. (5) The product is: [CH3:1][O:2][C:3]([C:5]1[C:10]([C:11]([O:13][CH3:14])=[O:12])=[CH:9][CH:8]=[C:7]([O:15][C:16]2[CH:21]=[CH:20][C:19]([B:25]3[O:29][C:28]([CH3:31])([CH3:30])[C:27]([CH3:33])([CH3:32])[O:26]3)=[C:18]([CH:23]=[O:24])[CH:17]=2)[N:6]=1)=[O:4]. Given the reactants [CH3:1][O:2][C:3]([C:5]1[C:10]([C:11]([O:13][CH3:14])=[O:12])=[CH:9][CH:8]=[C:7]([O:15][C:16]2[CH:21]=[CH:20][C:19](Br)=[C:18]([CH:23]=[O:24])[CH:17]=2)[N:6]=1)=[O:4].[B:25]1([B:25]2[O:29][C:28]([CH3:31])([CH3:30])[C:27]([CH3:33])([CH3:32])[O:26]2)[O:29][C:28]([CH3:31])([CH3:30])[C:27]([CH3:33])([CH3:32])[O:26]1.C([O-])(=O)C.[K+], predict the reaction product. (6) Given the reactants [H-].[Na+].Cl[CH2:4][CH2:5][S:6](Cl)(=[O:8])=[O:7].[Cl:10][C:11]1[CH:30]=[CH:29][C:14]([O:15][C:16]2[CH:21]=[CH:20][C:19]([C:22]3[C:23]([NH2:28])=[N:24][CH:25]=[CH:26][CH:27]=3)=[CH:18][CH:17]=2)=[CH:13][C:12]=1[O:31][CH3:32], predict the reaction product. The product is: [Cl:10][C:11]1[CH:30]=[CH:29][C:14]([O:15][C:16]2[CH:17]=[CH:18][C:19]([C:22]3[C:23]4=[N:28][S:6](=[O:8])(=[O:7])[CH2:5][CH2:4][N:24]4[CH:25]=[CH:26][CH:27]=3)=[CH:20][CH:21]=2)=[CH:13][C:12]=1[O:31][CH3:32]. (7) Given the reactants Br[C:2]1[C:7]([Cl:8])=[CH:6][C:5]([NH:9][C:10]2[N:14]=[C:13]([NH2:15])[NH:12][N:11]=2)=[CH:4][C:3]=1[Cl:16].C([Sn](CCCC)(CCCC)[C:22]1[CH:27]=[CH:26][N:25]=[N:24][CH:23]=1)CCC, predict the reaction product. The product is: [Cl:16][C:3]1[CH:4]=[C:5]([NH:9][C:10]2[N:14]=[C:13]([NH2:15])[NH:12][N:11]=2)[CH:6]=[C:7]([Cl:8])[C:2]=1[C:22]1[CH:27]=[CH:26][N:25]=[N:24][CH:23]=1. (8) Given the reactants [CH3:1][C:2]1[NH:7][C:6](=[O:8])[NH:5][C:4](=[O:9])[CH:3]=1.S(=O)(=O)(O)O.[N+:15]([O-])([OH:17])=[O:16], predict the reaction product. The product is: [CH3:1][C:2]1[NH:7][C:6](=[O:8])[NH:5][C:4](=[O:9])[C:3]=1[N+:15]([O-:17])=[O:16].